Dataset: Catalyst prediction with 721,799 reactions and 888 catalyst types from USPTO. Task: Predict which catalyst facilitates the given reaction. Reactant: [F:1][C:2]1[CH:3]=[C:4]([C:8]2[CH:16]=[CH:15][CH:14]=[C:13]3[C:9]=2/[C:10](=[CH:18]/[C:19]2[NH:20][C:21]([CH3:27])=[CH:22][C:23]=2[C:24](O)=[O:25])/[C:11](=[O:17])[NH:12]3)[CH:5]=[CH:6][CH:7]=1.C(Cl)CCl.C1C=CC2N(O)N=NC=2C=1.[CH:42]1([CH2:45][NH:46][CH2:47][C@@H:48]2[CH2:52][CH2:51][CH2:50][NH:49]2)[CH2:44][CH2:43]1. Product: [CH:42]1([CH2:45][NH:46][CH2:47][C@@H:48]2[CH2:52][CH2:51][CH2:50][N:49]2[C:24]([C:23]2[CH:22]=[C:21]([CH3:27])[NH:20][C:19]=2/[CH:18]=[C:10]2\[C:11](=[O:17])[NH:12][C:13]3[C:9]\2=[C:8]([C:4]2[CH:5]=[CH:6][CH:7]=[C:2]([F:1])[CH:3]=2)[CH:16]=[CH:15][CH:14]=3)=[O:25])[CH2:43][CH2:44]1. The catalyst class is: 85.